This data is from Reaction yield outcomes from USPTO patents with 853,638 reactions. The task is: Predict the reaction yield, written as a fraction of the theoretical maximum amount of product (1.0 means a 100% yield; for example, 0.34 means a 34% yield). (1) The reactants are Cl[C:2]1[CH:7]=[C:6]([NH:8][CH:9]2[CH2:11][CH2:10]2)[N:5]2[N:12]=[CH:13][C:14]([CH:15]=[O:16])=[C:4]2[N:3]=1.[Cl:17][C:18]1[CH:19]=[C:20]([CH:22]=[CH:23][CH:24]=1)[NH2:21]. The catalyst is O1CCOCC1. The product is [Cl:17][C:18]1[CH:19]=[C:20]([NH:21][C:2]2[CH:7]=[C:6]([NH:8][CH:9]3[CH2:11][CH2:10]3)[N:5]3[N:12]=[CH:13][C:14]([CH:15]=[O:16])=[C:4]3[N:3]=2)[CH:22]=[CH:23][CH:24]=1. The yield is 0.110. (2) The reactants are [N:1]1[CH:6]=[CH:5][CH:4]=[C:3]([CH:7]([C:9]2[CH:10]=[N:11][CH:12]=[CH:13][CH:14]=2)O)[CH:2]=1.S(Cl)([Cl:17])=O. The catalyst is C(Cl)Cl. The product is [Cl:17][CH:7]([C:9]1[CH:10]=[N:11][CH:12]=[CH:13][CH:14]=1)[C:3]1[CH:2]=[N:1][CH:6]=[CH:5][CH:4]=1. The yield is 0.640. (3) The reactants are Br[C:2]1[CH:9]=[C:8]([C:10](=[O:22])[C:11]([C:13]2[CH:18]=[CH:17][C:16]([O:19][CH3:20])=[C:15]([CH3:21])[CH:14]=2)=[O:12])[CH:7]=[CH:6][C:3]=1[C:4]#[N:5].C([Sn](CCCC)(CCCC)[C:28]1[CH:29]=[N:30][CH:31]=[CH:32][CH:33]=1)CCC. The catalyst is C(OCCOCC)C.CC1C=CC=CC=1[P](C1C=CC=CC=1C)([Pd](Cl)(Cl)[P](C1=C(C)C=CC=C1)(C1C=CC=CC=1C)C1C=CC=CC=1C)C1C=CC=CC=1C. The product is [CH3:20][O:19][C:16]1[CH:17]=[CH:18][C:13]([C:11](=[O:12])[C:10]([C:8]2[CH:7]=[CH:6][C:3]([C:4]#[N:5])=[C:2]([C:28]3[CH:29]=[N:30][CH:31]=[CH:32][CH:33]=3)[CH:9]=2)=[O:22])=[CH:14][C:15]=1[CH3:21]. The yield is 0.910. (4) The reactants are C1COCC1.CS(C)=O.[C:10]([C:13]1[CH:18]=[CH:17][N:16]=[CH:15][CH:14]=1)(=[O:12])[CH3:11]. The catalyst is CO. The product is [CH3:11][CH:10]([C:13]1[CH:18]=[CH:17][N:16]=[CH:15][CH:14]=1)[OH:12]. The yield is 0.850. (5) The reactants are [Br:1][C:2]1[C:3]([OH:8])=[N:4][CH:5]=[CH:6][CH:7]=1.C(=O)([O-])[O-].[Cs+].[Cs+].[CH2:15](I)[CH3:16]. The product is [Br:1][C:2]1[C:3](=[O:8])[N:4]([CH2:15][CH3:16])[CH:5]=[CH:6][CH:7]=1. The yield is 0.780. The catalyst is CN(C=O)C.